Dataset: Reaction yield outcomes from USPTO patents with 853,638 reactions. Task: Predict the reaction yield, written as a fraction of the theoretical maximum amount of product (1.0 means a 100% yield; for example, 0.34 means a 34% yield). (1) The reactants are [CH3:1][O:2][C:3]1[CH:10]=[C:9]([O:11][CH3:12])[CH:8]=[C:7]([O:13][CH3:14])[C:4]=1[CH:5]=O.[CH2:15]([O:22][NH2:23])[C:16]1[CH:21]=[CH:20][CH:19]=[CH:18][CH:17]=1.C([BH3-])#N.[Na+].Cl.[OH-].[Na+]. The catalyst is ClCCl. The product is [CH2:15]([O:22][NH:23][CH2:5][C:4]1[C:3]([O:2][CH3:1])=[CH:10][C:9]([O:11][CH3:12])=[CH:8][C:7]=1[O:13][CH3:14])[C:16]1[CH:21]=[CH:20][CH:19]=[CH:18][CH:17]=1. The yield is 0.830. (2) The reactants are Cl.[NH2:2][C@H:3]1[C@H:7]([C:8]2[CH:13]=[CH:12][C:11]([F:14])=[C:10]([F:15])[CH:9]=2)[CH2:6][N:5]([CH2:16][CH2:17][OH:18])[CH2:4]1.[CH3:19][C:20]1[C:24]([CH3:25])=[C:23]([NH:26][C:27](=O)[O:28]C2C=CC=CC=2)[N:22]([C:36]2[CH:41]=[CH:40][CH:39]=[CH:38][CH:37]=2)[N:21]=1.CCN(C(C)C)C(C)C. The catalyst is CN(C=O)C. The product is [F:15][C:10]1[CH:9]=[C:8]([C@@H:7]2[CH2:6][N:5]([CH2:16][CH2:17][OH:18])[CH2:4][C@H:3]2[NH:2][C:27]([NH:26][C:23]2[N:22]([C:36]3[CH:37]=[CH:38][CH:39]=[CH:40][CH:41]=3)[N:21]=[C:20]([CH3:19])[C:24]=2[CH3:25])=[O:28])[CH:13]=[CH:12][C:11]=1[F:14]. The yield is 0.510. (3) The reactants are [NH:1]([C:9]([O:11][C:12]([CH3:15])([CH3:14])[CH3:13])=[O:10])[C:2]([O:4][C:5]([CH3:8])([CH3:7])[CH3:6])=[O:3].C([O-])([O-])=O.[K+].[K+].Cl[CH2:23][C:24]1[O:25][C:26]2[CH:32]=[C:31]([C:33]3[C:41]4[C:36](=[CH:37][C:38]([F:42])=[CH:39][CH:40]=4)[N:35]([S:43]([C:46]4[CH:51]=[CH:50][CH:49]=[CH:48][CH:47]=4)(=[O:45])=[O:44])[CH:34]=3)[CH:30]=[CH:29][C:27]=2[N:28]=1.Cl. The catalyst is CN(C=O)C. The product is [C:46]1([S:43]([N:35]2[C:36]3[C:41](=[CH:40][CH:39]=[C:38]([F:42])[CH:37]=3)[C:33]([C:31]3[CH:30]=[CH:29][C:27]4[N:28]=[C:24]([CH2:23][N:1]([C:2]([O:4][C:5]([CH3:6])([CH3:7])[CH3:8])=[O:3])[C:9](=[O:10])[O:11][C:12]([CH3:15])([CH3:14])[CH3:13])[O:25][C:26]=4[CH:32]=3)=[CH:34]2)(=[O:45])=[O:44])[CH:47]=[CH:48][CH:49]=[CH:50][CH:51]=1. The yield is 1.00. (4) The reactants are [C:1]([C:3]1[CH:12]=[CH:11][C:6]([C:7]([O:9][CH3:10])=[O:8])=[C:5]([F:13])[CH:4]=1)#[N:2].[N+:14]([O-])([OH:16])=[O:15].S(=O)(=O)(O)O. No catalyst specified. The product is [C:1]([C:3]1[C:12]([N+:14]([O-:16])=[O:15])=[CH:11][C:6]([C:7]([O:9][CH3:10])=[O:8])=[C:5]([F:13])[CH:4]=1)#[N:2]. The yield is 0.430.